The task is: Predict the reaction yield, written as a fraction of the theoretical maximum amount of product (1.0 means a 100% yield; for example, 0.34 means a 34% yield).. This data is from Reaction yield outcomes from USPTO patents with 853,638 reactions. (1) The reactants are C(OC(=O)[NH:7][C:8]1[S:9][C:10]2[CH:16]=[C:15]([CH:17]([OH:24])[C:18]3[N:19]([CH3:23])[N:20]=[CH:21][CH:22]=3)[CH:14]=[C:13]([C:25]3[CH:33]=[CH:32][C:28]4[O:29][CH2:30][O:31][C:27]=4[CH:26]=3)[C:11]=2[N:12]=1)(C)(C)C.[SiH](CC)(CC)CC. The catalyst is C(O)(C(F)(F)F)=O. The product is [NH2:7][C:8]1[S:9][C:10]2[CH:16]=[C:15]([CH:17]([C:18]3[N:19]([CH3:23])[N:20]=[CH:21][CH:22]=3)[OH:24])[CH:14]=[C:13]([C:25]3[CH:33]=[CH:32][C:28]4[O:29][CH2:30][O:31][C:27]=4[CH:26]=3)[C:11]=2[N:12]=1. The yield is 0.250. (2) The reactants are [N+:1]([C:4]1[CH:16]=[CH:15][C:7]([O:8][CH:9]2[CH2:14][CH2:13][NH:12][CH2:11][CH2:10]2)=[CH:6][CH:5]=1)([O-:3])=[O:2].[C:17]1(=O)[CH2:21][CH2:20][CH2:19][CH2:18]1. The catalyst is CO.[Cl-].[Zn+2].[Cl-].C([BH3-])#N.[Na+]. The product is [CH:17]1([N:12]2[CH2:11][CH2:10][CH:9]([O:8][C:7]3[CH:15]=[CH:16][C:4]([N+:1]([O-:3])=[O:2])=[CH:5][CH:6]=3)[CH2:14][CH2:13]2)[CH2:21][CH2:20][CH2:19][CH2:18]1. The yield is 0.960. (3) The reactants are Br[C:2]1[CH:7]=[CH:6][C:5]([C:8]2[C:9]3[C:14]([C:15]([C:22]4[CH:27]=[CH:26][CH:25]=[CH:24][CH:23]=4)=[C:16]4[C:21]=2[CH:20]=[CH:19][CH:18]=[CH:17]4)=[CH:13][CH:12]=[CH:11][CH:10]=3)=[CH:4][CH:3]=1.[C:28]1([C:34]2[C:42]3[S:41][C:40]4[C:43]([C:47]5[CH:48]=[CH:49][C:50]6[NH:51][C:52]7[C:57]([C:58]=6[CH:59]=5)=[CH:56][CH:55]=[CH:54][CH:53]=7)=[CH:44][CH:45]=[CH:46][C:39]=4[C:38]=3[CH:37]=[CH:36][CH:35]=2)[CH:33]=[CH:32][CH:31]=[CH:30][CH:29]=1.CC(C)([O-])C.[Na+].C(P(C(C)(C)C)C(C)(C)C)(C)(C)C. The catalyst is C1C=CC(/C=C/C(/C=C/C2C=CC=CC=2)=O)=CC=1.C1C=CC(/C=C/C(/C=C/C2C=CC=CC=2)=O)=CC=1.[Pd].CCCCCC.C1(C)C=CC=CC=1. The product is [C:28]1([C:34]2[C:42]3[S:41][C:40]4[C:43]([C:47]5[CH:48]=[CH:49][C:50]6[N:51]([C:2]7[CH:3]=[CH:4][C:5]([C:8]8[C:21]9[C:16]([C:15]([C:22]%10[CH:27]=[CH:26][CH:25]=[CH:24][CH:23]=%10)=[C:14]%10[C:9]=8[CH:10]=[CH:11][CH:12]=[CH:13]%10)=[CH:17][CH:18]=[CH:19][CH:20]=9)=[CH:6][CH:7]=7)[C:52]7[C:57]([C:58]=6[CH:59]=5)=[CH:56][CH:55]=[CH:54][CH:53]=7)=[CH:44][CH:45]=[CH:46][C:39]=4[C:38]=3[CH:37]=[CH:36][CH:35]=2)[CH:29]=[CH:30][CH:31]=[CH:32][CH:33]=1. The yield is 0.800. (4) The reactants are [H-].[Na+].[F:3][C:4]1[C:28]([OH:29])=[CH:27][CH:26]=[C:25]([F:30])[C:5]=1[CH2:6][O:7][C:8]([N:10]1[CH2:15][CH2:14][N:13](C(OC(C)(C)C)=O)[CH2:12][C@H:11]1[CH2:23][CH3:24])=[O:9].[CH3:31]I.[ClH:33]. The catalyst is CN(C=O)C. The product is [ClH:33].[F:3][C:4]1[C:28]([O:29][CH3:31])=[CH:27][CH:26]=[C:25]([F:30])[C:5]=1[CH2:6][O:7][C:8]([N:10]1[CH2:15][CH2:14][NH:13][CH2:12][C@H:11]1[CH2:23][CH3:24])=[O:9]. The yield is 0.750.